Task: Regression. Given a peptide amino acid sequence and an MHC pseudo amino acid sequence, predict their binding affinity value. This is MHC class I binding data.. Dataset: Peptide-MHC class I binding affinity with 185,985 pairs from IEDB/IMGT (1) The peptide sequence is FLTNKLLLFA. The MHC is HLA-A68:02 with pseudo-sequence HLA-A68:02. The binding affinity (normalized) is 0.134. (2) The peptide sequence is QLKQRDALF. The MHC is HLA-A02:06 with pseudo-sequence HLA-A02:06. The binding affinity (normalized) is 0.422. (3) The peptide sequence is SFNCGGEFF. The MHC is HLA-B07:02 with pseudo-sequence HLA-B07:02. The binding affinity (normalized) is 0. (4) The peptide sequence is RLHRLLLMR. The MHC is HLA-B51:01 with pseudo-sequence HLA-B51:01. The binding affinity (normalized) is 0.213. (5) The peptide sequence is FLPSDFFPSV. The MHC is HLA-A68:01 with pseudo-sequence HLA-A68:01. The binding affinity (normalized) is 0. (6) The peptide sequence is SSFSFGGFTF. The MHC is HLA-A02:01 with pseudo-sequence HLA-A02:01. The binding affinity (normalized) is 0.113.